Dataset: Peptide-MHC class II binding affinity with 134,281 pairs from IEDB. Task: Regression. Given a peptide amino acid sequence and an MHC pseudo amino acid sequence, predict their binding affinity value. This is MHC class II binding data. (1) The peptide sequence is MERRFTSHLPVAQRG. The MHC is DRB1_0404 with pseudo-sequence DRB1_0404. The binding affinity (normalized) is 0.535. (2) The peptide sequence is FLFQRAVAREAIIAL. The MHC is DRB5_0101 with pseudo-sequence DRB5_0101. The binding affinity (normalized) is 0.934. (3) The peptide sequence is RLFDNAMLRAHRLHQ. The MHC is DRB1_0401 with pseudo-sequence DRB1_0401. The binding affinity (normalized) is 0.599. (4) The peptide sequence is YQVTYIVRGSGRVQV. The MHC is HLA-DQA10501-DQB10301 with pseudo-sequence HLA-DQA10501-DQB10301. The binding affinity (normalized) is 0.246.